Dataset: Reaction yield outcomes from USPTO patents with 853,638 reactions. Task: Predict the reaction yield, written as a fraction of the theoretical maximum amount of product (1.0 means a 100% yield; for example, 0.34 means a 34% yield). The reactants are [OH:1][C:2]1[C:6]2([CH2:8][CH2:7]2)[O:5][C:4](=[O:9])[C:3]=1[C:10]1[CH:15]=[CH:14][C:13]([O:16][CH2:17][C:18]2[CH:27]=[CH:26][C:25]3[C:20](=[CH:21][CH:22]=[CH:23][CH:24]=3)[N:19]=2)=[CH:12][CH:11]=1.[S:28](O[S:28]([C:31]([F:34])([F:33])[F:32])(=[O:30])=[O:29])([C:31]([F:34])([F:33])[F:32])(=[O:30])=[O:29]. The catalyst is C(Cl)Cl.O. The product is [F:32][C:31]([F:34])([F:33])[S:28]([O:1][C:2]1[C:6]2([CH2:8][CH2:7]2)[O:5][C:4](=[O:9])[C:3]=1[C:10]1[CH:11]=[CH:12][C:13]([O:16][CH2:17][C:18]2[CH:27]=[CH:26][C:25]3[C:20](=[CH:21][CH:22]=[CH:23][CH:24]=3)[N:19]=2)=[CH:14][CH:15]=1)(=[O:30])=[O:29]. The yield is 0.730.